Dataset: Catalyst prediction with 721,799 reactions and 888 catalyst types from USPTO. Task: Predict which catalyst facilitates the given reaction. (1) The catalyst class is: 1. Reactant: C([O:3][C:4](=[O:27])[CH2:5][N:6]([C:13](=[O:26])[C:14]([CH3:25])([CH3:24])[CH2:15][O:16][CH2:17][C:18]1[CH:23]=[CH:22][CH:21]=[CH:20][CH:19]=1)[C:7]1[CH:12]=[CH:11][CH:10]=[CH:9][CH:8]=1)C.[OH-].[Na+].Cl. Product: [CH2:17]([O:16][CH2:15][C:14]([CH3:25])([CH3:24])[C:13]([N:6]([CH2:5][C:4]([OH:27])=[O:3])[C:7]1[CH:12]=[CH:11][CH:10]=[CH:9][CH:8]=1)=[O:26])[C:18]1[CH:19]=[CH:20][CH:21]=[CH:22][CH:23]=1. (2) Reactant: Cl.[CH3:2][CH:3]1[CH2:12][C:11]2[C:6](=[CH:7][CH:8]=[C:9]([CH2:13][CH2:14][N:15]3[CH2:20][CH2:19][NH:18][CH2:17][CH2:16]3)[CH:10]=2)[C:5](=[O:21])[O:4]1.[OH-].[Na+].[CH3:24][O:25][C:26]1[CH:33]=[C:32]([CH2:34][CH:35]=O)[CH:31]=[CH:30][C:27]=1[C:28]#[N:29].C(O[BH-](OC(=O)C)OC(=O)C)(=O)C.[Na+]. Product: [CH3:24][O:25][C:26]1[CH:33]=[C:32]([CH2:34][CH2:35][N:18]2[CH2:17][CH2:16][N:15]([CH2:14][CH2:13][C:9]3[CH:10]=[C:11]4[C:6](=[CH:7][CH:8]=3)[C:5](=[O:21])[O:4][CH:3]([CH3:2])[CH2:12]4)[CH2:20][CH2:19]2)[CH:31]=[CH:30][C:27]=1[C:28]#[N:29]. The catalyst class is: 14. (3) Reactant: [NH:1]([C:3]1[N:12]=[CH:11][CH:10]=[C:9]2[C:4]=1[CH:5]=[C:6]([C:37]1[CH:42]=[CH:41][CH:40]=[CH:39][CH:38]=1)[C:7]([C:13]1[CH:18]=[CH:17][C:16]([CH2:19][N:20]3[CH2:25][CH2:24][CH:23]([C:26]4[NH:30][C:29]([C:31]5[CH:36]=[N:35][CH:34]=[CH:33][N:32]=5)=[N:28][N:27]=4)[CH2:22][CH2:21]3)=[CH:15][CH:14]=1)=[N:8]2)[NH2:2].CO.[CH:45](OC)(OC)OC.O.C1(C)C=CC(S(O)(=O)=O)=CC=1. Product: [C:37]1([C:6]2[C:7]([C:13]3[CH:18]=[CH:17][C:16]([CH2:19][N:20]4[CH2:25][CH2:24][CH:23]([C:26]5[NH:30][C:29]([C:31]6[CH:36]=[N:35][CH:34]=[CH:33][N:32]=6)=[N:28][N:27]=5)[CH2:22][CH2:21]4)=[CH:15][CH:14]=3)=[N:8][C:9]3[CH:10]=[CH:11][N:12]4[CH:45]=[N:2][N:1]=[C:3]4[C:4]=3[CH:5]=2)[CH:42]=[CH:41][CH:40]=[CH:39][CH:38]=1. The catalyst class is: 11. (4) Reactant: Br[C:2]1[C:3]([NH:14][C:15]2[C:24]3[C:19](=[CH:20][C:21]([F:26])=[CH:22][C:23]=3[F:25])[N:18]=[C:17]([C:27]3[CH:32]=[CH:31][CH:30]=[CH:29][N:28]=3)[C:16]=2[CH3:33])=[CH:4][C:5]([N:8]2[CH2:13][CH2:12][O:11][CH2:10][CH2:9]2)=[N:6][CH:7]=1.[CH3:34][C:35]1([CH3:49])[C:39](B2OC(C)(C)C(C)(C)O2)=[CH:38][CH2:37][CH2:36]1.C1(P(C2CCCCC2)C2CCCCC2)CCCCC1.[O-]P([O-])([O-])=O.[K+].[K+].[K+]. Product: [CH3:34][C:35]1([CH3:49])[C:36]([C:2]2[C:3]([NH:14][C:15]3[C:24]4[C:19](=[CH:20][C:21]([F:26])=[CH:22][C:23]=4[F:25])[N:18]=[C:17]([C:27]4[CH:32]=[CH:31][CH:30]=[CH:29][N:28]=4)[C:16]=3[CH3:33])=[CH:4][C:5]([N:8]3[CH2:13][CH2:12][O:11][CH2:10][CH2:9]3)=[N:6][CH:7]=2)=[CH:37][CH2:38][CH2:39]1. The catalyst class is: 552. (5) Reactant: [CH3:1][C:2]1([CH3:36])[CH2:10][C@H:9]([NH:11][C:12]2[C:17]([C:18]#[N:19])=[CH:16][N:15]=[C:14]([NH:20][C:21]3[CH:26]=[C:25]([N:27]4[C:31](=[O:32])[N:30]([CH3:33])[N:29]=[N:28]4)[C:24]([OH:34])=[CH:23][C:22]=3[F:35])[N:13]=2)[CH2:8][C@H:7]2[N:3]1[CH2:4][CH2:5][CH2:6]2.C([O-])([O-])=O.[Cs+].[Cs+].I[CH2:44][C@H:45]([OH:47])[CH3:46]. Product: [CH3:1][C:2]1([CH3:36])[CH2:10][C@H:9]([NH:11][C:12]2[C:17]([C:18]#[N:19])=[CH:16][N:15]=[C:14]([NH:20][C:21]3[CH:26]=[C:25]([N:27]4[C:31](=[O:32])[N:30]([CH3:33])[N:29]=[N:28]4)[C:24]([O:34][CH2:44][C@H:45]([OH:47])[CH3:46])=[CH:23][C:22]=3[F:35])[N:13]=2)[CH2:8][C@H:7]2[N:3]1[CH2:4][CH2:5][CH2:6]2. The catalyst class is: 80. (6) Reactant: C([N:8]1[CH2:13][CH2:12][O:11][CH2:10][C@H:9]1[C:14]([CH3:22])([CH3:21])[O:15][SiH2:16][C:17]([CH3:20])([CH3:19])[CH3:18])C1C=CC=CC=1. Product: [C:17]([SiH2:16][O:15][C:14]([CH3:22])([CH3:21])[C@@H:9]1[CH2:10][O:11][CH2:12][CH2:13][NH:8]1)([CH3:20])([CH3:18])[CH3:19]. The catalyst class is: 8.